Dataset: Reaction yield outcomes from USPTO patents with 853,638 reactions. Task: Predict the reaction yield, written as a fraction of the theoretical maximum amount of product (1.0 means a 100% yield; for example, 0.34 means a 34% yield). (1) The reactants are C(C1C=C(NC2N=C(NC3C=CC=C(C(O)=O)C=3)C(F)=CN=2)C=CC=1)(O)=O.[OH:28][C:29]1[CH:30]=[C:31]([NH:39][C:40]2[N:45]=[C:44]([NH:46][C:47]3[CH:52]=[CH:51][C:50]([C:53]([O:55]C)=[O:54])=[C:49]([OH:57])[CH:48]=3)[C:43]([F:58])=[CH:42][N:41]=2)[CH:32]=[CH:33][C:34]=1[C:35]([O:37]C)=[O:36].[OH-].[Na+]. No catalyst specified. The product is [OH:28][C:29]1[CH:30]=[C:31]([NH:39][C:40]2[N:45]=[C:44]([NH:46][C:47]3[CH:52]=[CH:51][C:50]([C:53]([OH:55])=[O:54])=[C:49]([OH:57])[CH:48]=3)[C:43]([F:58])=[CH:42][N:41]=2)[CH:32]=[CH:33][C:34]=1[C:35]([OH:37])=[O:36]. The yield is 0.770. (2) The catalyst is CN(C=O)C.ClCCCl.CCOC(C)=O. The reactants are [Cl-].[Cl-].[NH2+:3]1[CH2:8][CH2:7][CH:6]([C:9]2[O:13][N:12]=[C:11]([C:14]3[CH:23]=[CH:22][C:21]4[C:16](=[CH:17][CH:18]=[CH:19][CH:20]=4)[NH+:15]=3)[N:10]=2)[CH2:5][CH2:4]1.CCN(C(C)C)C(C)C.[Cl:33][C:34]1[CH:39]=[CH:38][CH:37]=[CH:36][C:35]=1[N:40]=[C:41]=[O:42]. The yield is 0.800. The product is [Cl:33][C:34]1[CH:39]=[CH:38][CH:37]=[CH:36][C:35]=1[NH:40][C:41]([N:3]1[CH2:8][CH2:7][CH:6]([C:9]2[O:13][N:12]=[C:11]([C:14]3[CH:23]=[CH:22][C:21]4[C:16](=[CH:17][CH:18]=[CH:19][CH:20]=4)[N:15]=3)[N:10]=2)[CH2:5][CH2:4]1)=[O:42].